This data is from Catalyst prediction with 721,799 reactions and 888 catalyst types from USPTO. The task is: Predict which catalyst facilitates the given reaction. (1) Reactant: [CH2:1]([N:5]1[N:9]=[C:8]([C:10]([O:12]CC)=[O:11])[CH:7]=[N:6]1)[CH2:2][CH2:3][CH3:4].C(O)C.[OH-].[K+]. Product: [CH2:1]([N:5]1[N:9]=[C:8]([C:10]([OH:12])=[O:11])[CH:7]=[N:6]1)[CH2:2][CH2:3][CH3:4]. The catalyst class is: 6. (2) Product: [CH3:26][O:25][C:10]1[N:9]=[C:8]([C:6]([OH:7])=[O:34])[CH:13]=[C:12]([NH:14][CH2:15][CH2:16][C:17]2[CH:22]=[CH:21][C:20]([O:23][CH3:24])=[CH:19][CH:18]=2)[N:11]=1. The catalyst class is: 1. Reactant: C(NN[C:6]([C:8]1[CH:13]=[C:12]([NH:14][CH2:15][CH2:16][C:17]2[CH:22]=[CH:21][C:20]([O:23][CH3:24])=[CH:19][CH:18]=2)[N:11]=[C:10]([O:25][CH3:26])[N:9]=1)=[O:7])(=O)C.C1(C)C=CC(S(Cl)(=O)=[O:34])=CC=1.CCN(P1(N(C)CCCN1C)=NC(C)(C)C)CC.